From a dataset of Catalyst prediction with 721,799 reactions and 888 catalyst types from USPTO. Predict which catalyst facilitates the given reaction. (1) Reactant: [Cl:1][C:2]1[CH:7]=[CH:6][C:5]([C:8]2[CH2:13][C:12]([CH3:15])([CH3:14])[CH2:11][CH2:10][C:9]=2[CH2:16][N:17]2[CH2:22][CH2:21][N:20]([C:23]3[CH:51]=[CH:50][C:26]([C:27]([NH:29][S:30]([C:33]4[CH:38]=[CH:37][C:36]([NH:39][CH:40]5[CH2:45][CH2:44][N:43]([CH3:46])[CH2:42][CH2:41]5)=[C:35]([N+:47]([O-:49])=[O:48])[CH:34]=4)(=[O:32])=[O:31])=[O:28])=[C:25]([O:52][C:53]4[CH:58]=[CH:57][CH:56]=[C:55]([O:59]COC)[CH:54]=4)[CH:24]=3)[CH2:19][CH2:18]2)=[CH:4][CH:3]=1. Product: [Cl:1][C:2]1[CH:7]=[CH:6][C:5]([C:8]2[CH2:13][C:12]([CH3:15])([CH3:14])[CH2:11][CH2:10][C:9]=2[CH2:16][N:17]2[CH2:18][CH2:19][N:20]([C:23]3[CH:51]=[CH:50][C:26]([C:27]([NH:29][S:30]([C:33]4[CH:38]=[CH:37][C:36]([NH:39][CH:40]5[CH2:45][CH2:44][N:43]([CH3:46])[CH2:42][CH2:41]5)=[C:35]([N+:47]([O-:49])=[O:48])[CH:34]=4)(=[O:32])=[O:31])=[O:28])=[C:25]([O:52][C:53]4[CH:58]=[CH:57][CH:56]=[C:55]([OH:59])[CH:54]=4)[CH:24]=3)[CH2:21][CH2:22]2)=[CH:4][CH:3]=1. The catalyst class is: 632. (2) Reactant: I[C:2]1[CH:7]=[CH:6][C:5]([C:8]2[CH:13]=[CH:12][C:11](I)=[CH:10][CH:9]=2)=[CH:4][CH:3]=1.[CH3:15][C:16]1[CH:17]=[C:18]([NH:22][C:23]2[CH:28]=[CH:27][CH:26]=[CH:25][CH:24]=2)[CH:19]=[CH:20][CH:21]=1.[OH-].[K+]. Product: [C:23]1([N:22]([C:18]2[CH:19]=[CH:20][CH:21]=[C:16]([CH3:15])[CH:17]=2)[C:2]2[CH:7]=[CH:6][C:5]([C:8]3[CH:13]=[CH:12][C:11]([N:22]([C:23]4[CH:24]=[CH:25][CH:26]=[CH:27][CH:28]=4)[C:18]4[CH:19]=[CH:20][CH:21]=[C:16]([CH3:15])[CH:17]=4)=[CH:10][CH:9]=3)=[CH:4][CH:3]=2)[CH:28]=[CH:27][CH:26]=[CH:25][CH:24]=1. The catalyst class is: 536. (3) Reactant: [CH2:1]([CH:7]([CH2:10][CH2:11]/[CH:12]=[CH:13]\[CH2:14][CH3:15])[CH2:8][OH:9])[CH2:2]/[CH:3]=[CH:4]\[CH2:5][CH3:6].C(N(CC)CC)C.[CH3:23][S:24](Cl)(=[O:26])=[O:25]. Product: [CH3:23][S:24]([O:9][CH2:8][CH:7]([CH2:10][CH2:11]/[CH:12]=[CH:13]\[CH2:14][CH3:15])[CH2:1][CH2:2]/[CH:3]=[CH:4]\[CH2:5][CH3:6])(=[O:26])=[O:25]. The catalyst class is: 4. (4) Reactant: [CH2:1]([N:5]1[C:13]([N:14]2[CH2:19][CH2:18][NH:17][CH2:16][CH2:15]2)=[N:12][C:11]2[C:6]1=[N:7][C:8]([C:26]1[CH:27]=[N:28][C:29]([NH2:32])=[N:30][CH:31]=1)=[N:9][C:10]=2[N:20]1[CH2:25][CH2:24][O:23][CH2:22][CH2:21]1)[CH:2]([CH3:4])[CH3:3].Cl.C(N=C=NCCCN(C)C)C.ON1C2C=CC=CC=2N=N1.[OH:55][C:56]([CH3:62])([CH3:61])[CH2:57][C:58](O)=[O:59]. Product: [NH2:32][C:29]1[N:30]=[CH:31][C:26]([C:8]2[N:7]=[C:6]3[C:11]([N:12]=[C:13]([N:14]4[CH2:19][CH2:18][N:17]([C:58](=[O:59])[CH2:57][C:56]([CH3:62])([OH:55])[CH3:61])[CH2:16][CH2:15]4)[N:5]3[CH2:1][CH:2]([CH3:4])[CH3:3])=[C:10]([N:20]3[CH2:25][CH2:24][O:23][CH2:22][CH2:21]3)[N:9]=2)=[CH:27][N:28]=1. The catalyst class is: 9.